This data is from Full USPTO retrosynthesis dataset with 1.9M reactions from patents (1976-2016). The task is: Predict the reactants needed to synthesize the given product. (1) Given the product [C:21]1([C:19]([N:16]2[CH2:17][CH2:18][N:13]([CH2:12][CH2:11][C:8]3[CH:9]=[CH:10][C:5]([O:4][CH2:3][CH2:2][N:39]4[CH2:44][CH2:43][CH2:42][CH2:41][CH2:40]4)=[CH:6][CH:7]=3)[CH2:14][CH2:15]2)=[O:20])[C:30]2[C:25](=[CH:26][CH:27]=[CH:28][CH:29]=2)[CH:24]=[CH:23][CH:22]=1, predict the reactants needed to synthesize it. The reactants are: Cl[CH2:2][CH2:3][O:4][C:5]1[CH:10]=[CH:9][C:8]([CH2:11][CH2:12][N:13]2[CH2:18][CH2:17][N:16]([C:19]([C:21]3[C:30]4[C:25](=[CH:26][CH:27]=[CH:28][CH:29]=4)[CH:24]=[CH:23][CH:22]=3)=[O:20])[CH2:15][CH2:14]2)=[CH:7][CH:6]=1.C(=O)([O-])[O-].[K+].[K+].[I-].[K+].[NH:39]1[CH2:44][CH2:43][CH2:42][CH2:41][CH2:40]1. (2) Given the product [CH2:1]([O:3][C:4]1[CH:9]=[CH:8][CH:7]=[CH:6][C:5]=1[O:10][CH:12]([C:35]1[CH:36]=[CH:37][CH:38]=[CH:39][CH:40]=1)[CH2:13][CH2:14][CH2:15][CH2:16][N:17]1[CH2:22][CH2:21][CH:20]([C:23]2[CH:24]=[C:25]([NH:29][C:30](=[O:34])[CH:31]([CH3:33])[CH3:32])[CH:26]=[CH:27][CH:28]=2)[CH2:19][CH2:18]1)[CH3:2], predict the reactants needed to synthesize it. The reactants are: [CH2:1]([O:3][C:4]1[CH:9]=[CH:8][CH:7]=[CH:6][C:5]=1[OH:10])[CH3:2].O[CH:12]([C:35]1[CH:40]=[CH:39][CH:38]=[CH:37][CH:36]=1)[CH2:13][CH2:14][CH2:15][CH2:16][N:17]1[CH2:22][CH2:21][CH:20]([C:23]2[CH:24]=[C:25]([NH:29][C:30](=[O:34])[CH:31]([CH3:33])[CH3:32])[CH:26]=[CH:27][CH:28]=2)[CH2:19][CH2:18]1. (3) Given the product [CH2:8]([N:1]([CH2:5][CH2:6][OH:7])[CH2:2][CH2:3][OH:4])[C:9]1[CH:14]=[CH:13][CH:12]=[CH:11][CH:10]=1, predict the reactants needed to synthesize it. The reactants are: [NH:1]([CH2:5][CH2:6][OH:7])[CH2:2][CH2:3][OH:4].[CH2:8](Cl)[C:9]1[CH:14]=[CH:13][CH:12]=[CH:11][CH:10]=1.C([O-])([O-])=O.[K+].[K+]. (4) Given the product [Cl:10][C:11]1[CH:16]=[C:15]([Cl:17])[CH:14]=[CH:13][C:12]=1[O:18][CH2:19][S:6][CH2:5][C:4]([OH:3])=[O:7], predict the reactants needed to synthesize it. The reactants are: C([O:3][C:4](=[O:7])[CH2:5][SH:6])C.[H-].[Na+].[Cl:10][C:11]1[CH:16]=[C:15]([Cl:17])[CH:14]=[CH:13][C:12]=1[O:18][CH2:19]Cl. (5) Given the product [F:22][C:19]1[CH:20]=[CH:21][C:16]([NH:15][C:4]2[CH:3]=[C:2]([C:28]3[CH:27]=[CH:26][CH:25]=[C:24]([F:23])[CH:29]=3)[CH:14]=[CH:13][C:5]=2[C:6]([O:8][C:9]([CH3:12])([CH3:11])[CH3:10])=[O:7])=[CH:17][CH:18]=1, predict the reactants needed to synthesize it. The reactants are: Br[C:2]1[CH:14]=[CH:13][C:5]([C:6]([O:8][C:9]([CH3:12])([CH3:11])[CH3:10])=[O:7])=[C:4]([NH:15][C:16]2[CH:21]=[CH:20][C:19]([F:22])=[CH:18][CH:17]=2)[CH:3]=1.[F:23][C:24]1[CH:25]=[C:26](B(O)O)[CH:27]=[CH:28][CH:29]=1.C(=O)([O-])O.[Na+].